Dataset: Kir2.1 potassium channel HTS with 301,493 compounds. Task: Binary Classification. Given a drug SMILES string, predict its activity (active/inactive) in a high-throughput screening assay against a specified biological target. (1) The compound is O1c2c(OCC1)ccc(c2)C(=O)N\N=C(/c1ccc([N+]([O-])=O)cc1)C. The result is 0 (inactive). (2) The drug is O1C2(OCCC1)c1c(N(C2=O)CC(=O)Nc2cc(OC)ccc2)cccc1. The result is 0 (inactive). (3) The compound is Fc1c(ccc(NC(=O)CCNC(=O)c2ccccc2)c1)C. The result is 0 (inactive). (4) The molecule is OC(=O)C1C(CCCC1)C(=O)Nc1ccc(NC(=O)C)cc1. The result is 0 (inactive). (5) The compound is S1(=O)(=O)CC(N(CCC)C(=O)c2cc(S(=O)(=O)N3CCN(CC3)Cc3ccccc3)ccc2)CC1. The result is 0 (inactive). (6) The compound is O(c1ccc(C(c2ccccc2)(C)C)cc1)CCCN(C)C. The result is 1 (active).